From a dataset of Catalyst prediction with 721,799 reactions and 888 catalyst types from USPTO. Predict which catalyst facilitates the given reaction. (1) Reactant: [F:1][C:2]([F:19])([F:18])[C:3]1[CH:4]=[CH:5][C:6]([O:9][C:10]2[CH:11]=[C:12]([CH2:16]O)[CH:13]=[CH:14][CH:15]=2)=[N:7][CH:8]=1.S(Cl)([Cl:22])=O.C1(C)C=CC=CC=1. Product: [Cl:22][CH2:16][C:12]1[CH:11]=[C:10]([CH:15]=[CH:14][CH:13]=1)[O:9][C:6]1[CH:5]=[CH:4][C:3]([C:2]([F:19])([F:18])[F:1])=[CH:8][N:7]=1. The catalyst class is: 4. (2) Reactant: [CH3:1][C:2]1[CH:3](/[CH:10]=[CH:11]/[C:12](=[O:15])[CH2:13][CH3:14])[C:4]([CH3:9])([CH3:8])[CH2:5][CH2:6][CH:7]=1.[C:16]([O-:20])(=[O:19])[CH2:17][SH:18].[NH4+]. Product: [O:15]=[C:12]([CH2:13][CH3:14])[CH2:11][CH:10]([S:18][CH2:17][C:16]([OH:20])=[O:19])[CH:3]1[C:4]([CH3:8])([CH3:9])[CH2:5][CH2:6][CH:7]=[C:2]1[CH3:1]. The catalyst class is: 6. (3) Reactant: [C:1]([O:5][C:6]([N:8]1[CH2:13][CH2:12][CH:11]([O:14][C:15]2[CH:20]=[CH:19][C:18]([NH:21][C:22]3[C:32]4[CH:31]=[C:30]([C:33]([O:35]C)=[O:34])[CH2:29][CH2:28][NH:27][C:26]=4[N:25]=[CH:24][N:23]=3)=[CH:17][C:16]=2[Cl:37])[CH2:10][CH2:9]1)=[O:7])([CH3:4])([CH3:3])[CH3:2].[OH-].[Na+].Cl. Product: [C:1]([O:5][C:6]([N:8]1[CH2:9][CH2:10][CH:11]([O:14][C:15]2[CH:20]=[CH:19][C:18]([NH:21][C:22]3[C:32]4[CH:31]=[C:30]([C:33]([OH:35])=[O:34])[CH2:29][CH2:28][NH:27][C:26]=4[N:25]=[CH:24][N:23]=3)=[CH:17][C:16]=2[Cl:37])[CH2:12][CH2:13]1)=[O:7])([CH3:4])([CH3:2])[CH3:3]. The catalyst class is: 214. (4) Reactant: C([O:3][C:4]([C:6]1[N:7]([CH2:12][O:13][CH2:14][CH2:15][Si:16]([CH3:19])([CH3:18])[CH3:17])[C:8]([CH3:11])=[CH:9][N:10]=1)=[O:5])C.[OH-].[K+:21]. Product: [K+:21].[CH3:11][C:8]1[N:7]([CH2:12][O:13][CH2:14][CH2:15][Si:16]([CH3:17])([CH3:18])[CH3:19])[C:6]([C:4]([O-:5])=[O:3])=[N:10][CH:9]=1. The catalyst class is: 14. (5) Reactant: [Br:1][C:2]1[CH:3]=[CH:4][C:5]([CH2:11][C:12]#[N:13])=[C:6]([CH:10]=1)[C:7](O)=[O:8].[NH2:14][C:15]1[CH:19]=[C:18]([CH3:20])[NH:17][N:16]=1. Product: [Br:1][C:2]1[CH:10]=[C:6]2[C:5]([CH:11]=[C:12]([NH:14][C:15]3[CH:19]=[C:18]([CH3:20])[NH:17][N:16]=3)[N:13]=[C:7]2[OH:8])=[CH:4][CH:3]=1. The catalyst class is: 15. (6) The catalyst class is: 116. Product: [C:1]([O:5][C:6](=[O:7])[NH:8][C@@H:9]([CH2:13][C:14]1[CH:19]=[CH:18][C:17]([N+:20]([O-:22])=[O:21])=[CH:16][CH:15]=1)[C:10](=[O:12])[CH:40]=[N+:38]=[N-:39])([CH3:2])([CH3:3])[CH3:4]. Reactant: [C:1]([O:5][C:6]([NH:8][C@@H:9]([CH2:13][C:14]1[CH:19]=[CH:18][C:17]([N+:20]([O-:22])=[O:21])=[CH:16][CH:15]=1)[C:10]([OH:12])=O)=[O:7])([CH3:4])([CH3:3])[CH3:2].C(N(CC)CC)C.ClC(OCC(C)C)=O.[N+:38](=[CH2:40])=[N-:39]. (7) Reactant: FC(F)(F)S(O[C:7]1[C:16]2[C:11](=[CH:12][C:13]([C:18]#[N:19])=[C:14]([F:17])[CH:15]=2)[CH:10]=[N:9][CH:8]=1)(=O)=O.[Cl:22][C:23]1[CH:24]=[C:25](C2C3C(=CC(C#N)=C(F)C=3)C=CN=2)[CH:26]=[N:27][C:28]=1[O:29][CH2:30][CH:31]([CH3:33])[CH3:32].C([O-])([O-])=O.[Cs+].[Cs+]. Product: [Cl:22][C:23]1[CH:24]=[C:25]([C:7]2[C:16]3[C:11](=[CH:12][C:13]([C:18]#[N:19])=[C:14]([F:17])[CH:15]=3)[CH:10]=[N:9][CH:8]=2)[CH:26]=[N:27][C:28]=1[O:29][CH2:30][CH:31]([CH3:33])[CH3:32]. The catalyst class is: 75. (8) Reactant: C([N:8]1[CH2:12][C@H:11]2[C:13]3[CH:14]=[CH:15][C:16]([O:21][CH2:22][C:23]4[CH:28]=[CH:27][CH:26]=[CH:25][CH:24]=4)=[CH:17][C:18]=3[CH2:19][O:20][C@H:10]2[CH2:9]1)C1C=CC=CC=1.ClC(OC(Cl)C)=O.C(#N)C.CO. Product: [CH2:22]([O:21][C:16]1[CH:15]=[CH:14][C:13]2[C@H:11]3[C@H:10]([CH2:9][NH:8][CH2:12]3)[O:20][CH2:19][C:18]=2[CH:17]=1)[C:23]1[CH:24]=[CH:25][CH:26]=[CH:27][CH:28]=1. The catalyst class is: 11. (9) Reactant: [N:1]([CH:4]1[CH2:13][CH2:12][CH2:11][C:10]2[N:9]=[CH:8][CH:7]=[N:6][C:5]1=2)=[N+]=[N-]. Product: [N:9]1[C:10]2[CH2:11][CH2:12][CH2:13][CH:4]([NH2:1])[C:5]=2[N:6]=[CH:7][CH:8]=1. The catalyst class is: 45.